Dataset: Full USPTO retrosynthesis dataset with 1.9M reactions from patents (1976-2016). Task: Predict the reactants needed to synthesize the given product. (1) Given the product [OH:20][CH2:19][C@H:18]1[O:17][C:16]([CH3:29])([CH3:28])[N:15]([C:30]([O:32][C:33]([CH3:34])([CH3:35])[CH3:36])=[O:31])[C@H:14]1[CH2:13][C:11]1[N:12]=[CH:8][S:9][C:10]=1[CH2:37][CH2:38][CH3:39], predict the reactants needed to synthesize it. The reactants are: [Si]([C:8]1[S:9][C:10]([CH2:37][CH2:38][CH3:39])=[C:11]([CH2:13][C@H:14]2[C@@H:18]([CH2:19][O:20][Si](C(C)(C)C)(C)C)[O:17][C:16]([CH3:29])([CH3:28])[N:15]2[C:30]([O:32][C:33]([CH3:36])([CH3:35])[CH3:34])=[O:31])[N:12]=1)(C(C)(C)C)(C)C.CCCC[N+](CCCC)(CCCC)CCCC.[F-]. (2) Given the product [CH3:3][N:4]([CH3:21])[CH2:5][C:6]([NH:8][C:9]1[S:10][C:11]2[CH:17]=[C:16]([S:18][C:19]3[N:33]4[N:34]=[C:35]([NH:38][CH:39]5[CH2:44][CH2:43][O:42][CH2:41][CH2:40]5)[CH:36]=[CH:37][C:32]4=[N:31][N:20]=3)[CH:15]=[CH:14][C:12]=2[N:13]=1)=[O:7], predict the reactants needed to synthesize it. The reactants are: N#N.[CH3:3][N:4]([CH3:21])[CH2:5][C:6]([NH:8][C:9]1[S:10][C:11]2[CH:17]=[C:16]([S:18][C:19]#[N:20])[CH:15]=[CH:14][C:12]=2[N:13]=1)=[O:7].P([O-])(O)(O)=O.[K+].ClC1[N:33]2[N:34]=[C:35]([NH:38][CH:39]3[CH2:44][CH2:43][O:42][CH2:41][CH2:40]3)[CH:36]=[CH:37][C:32]2=[N:31]N=1.